This data is from Forward reaction prediction with 1.9M reactions from USPTO patents (1976-2016). The task is: Predict the product of the given reaction. (1) Given the reactants [Br:1][C:2]1[CH:8]=[C:7]([CH3:9])[CH:6]=[C:5]([F:10])[C:3]=1[NH2:4].[C:11](=O)(OC(Cl)(Cl)Cl)[O:12]C(Cl)(Cl)Cl.[NH2:23][CH:24]1[CH2:29][CH2:28][N:27]([C:30]([O:32][C:33]([CH3:36])([CH3:35])[CH3:34])=[O:31])[CH2:26][CH2:25]1, predict the reaction product. The product is: [Br:1][C:2]1[CH:8]=[C:7]([CH3:9])[CH:6]=[C:5]([F:10])[C:3]=1[NH:4][C:11]([NH:23][CH:24]1[CH2:25][CH2:26][N:27]([C:30]([O:32][C:33]([CH3:36])([CH3:35])[CH3:34])=[O:31])[CH2:28][CH2:29]1)=[O:12]. (2) Given the reactants [Br:1][C:2]1[CH:3]=[C:4]([CH:6]=[CH:7][CH:8]=1)[NH2:5].[CH:9](=O)[CH2:10][CH3:11], predict the reaction product. The product is: [Br:1][C:2]1[CH:3]=[C:4]([CH:6]=[CH:7][CH:8]=1)[NH:5][CH2:9][CH2:10][CH3:11]. (3) The product is: [CH3:1][O:2][C:3]1[S:4][C:5]([C:13]2[CH:12]=[CH:11][S:10][C:9]=2[C:5]2[S:4][C:3]([O:2][CH3:1])=[CH:7][CH:6]=2)=[CH:6][CH:7]=1. Given the reactants [CH3:1][O:2][C:3]1[S:4][CH:5]=[CH:6][CH:7]=1.Br[C:9]1[S:10][C:11](Br)=[CH:12][CH:13]=1, predict the reaction product. (4) The product is: [C:1]([O:5][C:6]([N:8]1[C:13](=[O:14])[CH:12]2[CH2:15][CH:9]1[CH2:10][CH2:11]2)=[O:7])([CH3:4])([CH3:2])[CH3:3]. Given the reactants [C:1]([O:5][C:6]([N:8]1[C:13](=[O:14])[CH:12]2[CH2:15][CH:9]1[CH:10]=[CH:11]2)=[O:7])([CH3:4])([CH3:3])[CH3:2].[H][H], predict the reaction product.